Dataset: Catalyst prediction with 721,799 reactions and 888 catalyst types from USPTO. Task: Predict which catalyst facilitates the given reaction. Reactant: [F:1][C:2]([F:20])([F:19])[C:3]1[CH:4]=[C:5]2[C:9](=[CH:10][CH:11]=1)[NH:8][N:7]=[C:6]2[NH:12][CH2:13][C:14]([O:16]CC)=[O:15].[Li+].[OH-].CO.Cl. Product: [F:20][C:2]([F:1])([F:19])[C:3]1[CH:4]=[C:5]2[C:9](=[CH:10][CH:11]=1)[NH:8][N:7]=[C:6]2[NH:12][CH2:13][C:14]([OH:16])=[O:15]. The catalyst class is: 1.